From a dataset of Catalyst prediction with 721,799 reactions and 888 catalyst types from USPTO. Predict which catalyst facilitates the given reaction. (1) Reactant: [CH3:1][NH:2][C@@H:3]1[CH2:7][CH2:6][N:5]([C:8]2[C:9]3[CH:16]=[CH:15][NH:14][C:10]=3[N:11]=[CH:12][N:13]=2)[CH2:4]1.[C:17]([C:19]1[CH:24]=[CH:23][C:22]([S:25](Cl)(=[O:27])=[O:26])=[CH:21][CH:20]=1)#[N:18].CCN(C(C)C)C(C)C. Product: [N:11]1[C:10]2[NH:14][CH:15]=[CH:16][C:9]=2[C:8]([N:5]2[CH2:6][CH2:7][C@@H:3]([N:2]([CH3:1])[S:25]([C:22]3[CH:21]=[CH:20][C:19]([C:17]#[N:18])=[CH:24][CH:23]=3)(=[O:27])=[O:26])[CH2:4]2)=[N:13][CH:12]=1. The catalyst class is: 20. (2) Reactant: [C:1]([C:3]1[CH:4]=[C:5]2[C:9](=[CH:10][CH:11]=1)[NH:8][C:7]([OH:12])=[C:6]2[C:13]1[CH:24]=[CH:23][C:16]([C:17](N(OC)C)=[O:18])=[CH:15][N:14]=1)#[N:2].[H-].[H-].[H-].[H-].[Li+].[Al+3]. Product: [CH:17]([C:16]1[CH:23]=[CH:24][C:13]([C:6]2[C:5]3[C:9](=[CH:10][CH:11]=[C:3]([C:1]#[N:2])[CH:4]=3)[NH:8][C:7]=2[OH:12])=[N:14][CH:15]=1)=[O:18]. The catalyst class is: 56. (3) Reactant: [CH2:1]([O:8][C:9]1[C:10]2[N:11]([N:16]=[CH:17][C:18]=2[C:19](OC)=[O:20])[CH:12]=[C:13]([Cl:15])[N:14]=1)[C:2]1[CH:7]=[CH:6][CH:5]=[CH:4][CH:3]=1.[H-].[Al+3].[Li+].[H-].[H-].[H-]. Product: [CH2:1]([O:8][C:9]1[C:10]2[N:11]([N:16]=[CH:17][C:18]=2[CH2:19][OH:20])[CH:12]=[C:13]([Cl:15])[N:14]=1)[C:2]1[CH:7]=[CH:6][CH:5]=[CH:4][CH:3]=1. The catalyst class is: 116. (4) Reactant: [C:1]([Si:5]([CH3:23])([CH3:22])[O:6][CH2:7][CH2:8][CH2:9][O:10][N:11]1C(=O)C2C(=CC=CC=2)C1=O)([CH3:4])([CH3:3])[CH3:2].CNN. Product: [C:1]([Si:5]([CH3:22])([CH3:23])[O:6][CH2:7][CH2:8][CH2:9][O:10][NH2:11])([CH3:4])([CH3:3])[CH3:2]. The catalyst class is: 4. (5) Reactant: [CH3:1][NH:2][C@@H:3]1[C:8]2[CH:9]=[CH:10][CH:11]=[CH:12][C:7]=2[C@H:6]([C:13]2[CH:14]=[CH:15][C:16]([Cl:20])=[C:17]([Cl:19])[CH:18]=2)[CH2:5][CH2:4]1. Product: [CH3:1][NH:2][C@@H:3]1[C:8]2[CH:9]=[CH:10][CH:11]=[CH:12][C:7]=2[C@H:6]([C:13]2[CH:14]=[CH:15][C:16]([Cl:20])=[C:17]([Cl:19])[CH:18]=2)[CH2:5][CH2:4]1.[ClH:19]. The catalyst class is: 824.